Dataset: Full USPTO retrosynthesis dataset with 1.9M reactions from patents (1976-2016). Task: Predict the reactants needed to synthesize the given product. Given the product [F:1][C:2]([F:13])([F:14])[C:3]1([C:10]([O-:12])=[O:11])[CH2:8][CH:7]2[CH2:9][CH:4]1[CH:5]=[CH:6]2.[C:30]1([S+:23]([C:17]2[CH:18]=[CH:19][CH:20]=[CH:21][CH:22]=2)[C:24]2[CH:29]=[CH:28][CH:27]=[CH:26][CH:25]=2)[CH:31]=[CH:32][CH:33]=[CH:34][CH:35]=1, predict the reactants needed to synthesize it. The reactants are: [F:1][C:2]([F:14])([F:13])[C:3]1([C:10]([O-:12])=[O:11])[CH2:8][CH:7]2[CH2:9][CH:4]1[CH:5]=[CH:6]2.[Na+].[Cl-].[C:17]1([S+:23]([C:30]2[CH:35]=[CH:34][CH:33]=[CH:32][CH:31]=2)[C:24]2[CH:29]=[CH:28][CH:27]=[CH:26][CH:25]=2)[CH:22]=[CH:21][CH:20]=[CH:19][CH:18]=1.